This data is from Full USPTO retrosynthesis dataset with 1.9M reactions from patents (1976-2016). The task is: Predict the reactants needed to synthesize the given product. (1) Given the product [Br:31][CH2:32][CH2:33][C:12]1[C:20]2[C:15](=[CH:16][CH:17]=[CH:18][CH:19]=2)[CH2:14][CH:13]=1, predict the reactants needed to synthesize it. The reactants are: [Li]CCCC.CCCCCC.[CH2:12]1[C:20]2[C:15](=[CH:16][CH:17]=[CH:18][CH:19]=2)[CH:14]=[CH:13]1.C1([Li])C2C(=CC=CC=2)C=C1.[Br:31][CH2:32][CH2:33]Br.[NH4+].[Cl-]. (2) Given the product [Na+:37].[CH3:35][O:36][C:20]1[CH:19]=[CH:18][N:17]=[CH:16][C:15]=1[CH:14]=[CH:13][C:10]1[CH:11]=[CH:12][C:7]([C:6]([NH:5][C@H:4]([C:3]([O-:34])=[O:2])[CH2:30][CH2:31][S:32][CH3:33])=[O:29])=[C:8]([C:22]2[CH:27]=[CH:26][CH:25]=[CH:24][C:23]=2[CH3:28])[CH:9]=1, predict the reactants needed to synthesize it. The reactants are: C[O:2][C:3](=[O:34])[C@H:4]([CH2:30][CH2:31][S:32][CH3:33])[NH:5][C:6](=[O:29])[C:7]1[CH:12]=[CH:11][C:10]([CH:13]=[CH:14][C:15]2[CH:16]=[N:17][CH:18]=[CH:19][C:20]=2Cl)=[CH:9][C:8]=1[C:22]1[CH:27]=[CH:26][CH:25]=[CH:24][C:23]=1[CH3:28].[CH3:35][O-:36].[Na+:37]. (3) Given the product [F:16][C:17]1[CH:22]=[CH:21][C:20]([C:2]2[C:3]3[C:8](=[N:7][C:6]([C:12]([F:15])([F:14])[F:13])=[CH:5][CH:4]=3)[N:9]=[CH:10][CH:11]=2)=[CH:19][C:18]=1[C:26]1[N:27]=[CH:28][CH:29]=[CH:30][C:31]=1[C:32]#[N:33], predict the reactants needed to synthesize it. The reactants are: Cl[C:2]1[CH:11]=[CH:10][N:9]=[C:8]2[C:3]=1[CH:4]=[CH:5][C:6]([C:12]([F:15])([F:14])[F:13])=[N:7]2.[F:16][C:17]1[CH:22]=[CH:21][C:20](B(O)O)=[CH:19][C:18]=1[C:26]1[C:31]([C:32]#[N:33])=[CH:30][CH:29]=[CH:28][N:27]=1. (4) Given the product [C:32]([C:36]1[CH:37]=[C:38]2[C:43](=[CH:44][CH:45]=1)[C:42](=[O:46])[N:41]([C:47]1[C:48]([CH2:61][OH:62])=[C:49]([C:53]3[CH:54]=[C:55]([C:58]([NH2:2])=[O:60])[NH:56][CH:57]=3)[CH:50]=[CH:51][CH:52]=1)[N:40]=[CH:39]2)([CH3:33])([CH3:35])[CH3:34], predict the reactants needed to synthesize it. The reactants are: C[N:2](C(ON1N=NC2C=CC=NC1=2)=[N+](C)C)C.F[P-](F)(F)(F)(F)F.C(N(CC)CC)C.[C:32]([C:36]1[CH:37]=[C:38]2[C:43](=[CH:44][CH:45]=1)[C:42](=[O:46])[N:41]([C:47]1[C:48]([CH2:61][OH:62])=[C:49]([C:53]3[CH:54]=[C:55]([C:58]([OH:60])=O)[NH:56][CH:57]=3)[CH:50]=[CH:51][CH:52]=1)[N:40]=[CH:39]2)([CH3:35])([CH3:34])[CH3:33]. (5) Given the product [Cl:16][CH2:17][C:18]([NH:4][C:3]1[C:5]([CH3:9])=[CH:6][CH:7]=[CH:8][C:2]=1[Cl:1])=[O:19], predict the reactants needed to synthesize it. The reactants are: [Cl:1][C:2]1[CH:8]=[CH:7][CH:6]=[C:5]([CH3:9])[C:3]=1[NH2:4].N1C=CC=CC=1.[Cl:16][CH2:17][C:18](Cl)=[O:19].Cl.